The task is: Predict which catalyst facilitates the given reaction.. This data is from Catalyst prediction with 721,799 reactions and 888 catalyst types from USPTO. (1) Reactant: [NH2:1][C:2]1[CH:34]=[CH:33][CH:32]=[CH:31][C:3]=1[C:4]([C:6]1[C:11]([N:12]([CH2:27][O:28][CH3:29])[S:13]([C:16]2[CH:21]=[CH:20][C:19]([Cl:22])=[C:18]([C:23]([F:26])([F:25])[F:24])[CH:17]=2)(=[O:15])=[O:14])=[CH:10][C:9]([Cl:30])=[CH:8][N:7]=1)=[O:5].[CH3:35][S:36](Cl)(=[O:38])=[O:37].Cl.CCCC[N+](CCCC)(CCCC)CCCC.[F-]. Product: [Cl:22][C:19]1[CH:20]=[CH:21][C:16]([S:13]([N:12]([C:11]2[C:6]([C:4](=[O:5])[C:3]3[CH:31]=[CH:32][CH:33]=[CH:34][C:2]=3[NH:1][S:36]([CH3:35])(=[O:38])=[O:37])=[N:7][CH:8]=[C:9]([Cl:30])[CH:10]=2)[CH2:27][O:28][CH3:29])(=[O:15])=[O:14])=[CH:17][C:18]=1[C:23]([F:26])([F:25])[F:24]. The catalyst class is: 17. (2) Reactant: C[O:2][C:3](=[O:28])[CH:4]([N:11]1[C:16](=[O:17])[CH:15]=[C:14]([O:18][C:19]2[CH:24]=[CH:23][CH:22]=[CH:21][C:20]=2[C:25](=[O:27])[CH3:26])[CH:13]=[N:12]1)[CH2:5][CH:6]1[CH2:10][CH2:9][CH2:8][CH2:7]1. Product: [C:25]([C:20]1[CH:21]=[CH:22][CH:23]=[CH:24][C:19]=1[O:18][C:14]1[CH:13]=[N:12][N:11]([CH:4]([CH2:5][CH:6]2[CH2:7][CH2:8][CH2:9][CH2:10]2)[C:3]([OH:28])=[O:2])[C:16](=[O:17])[CH:15]=1)(=[O:27])[CH3:26]. The catalyst class is: 393. (3) Reactant: [H-].[Na+].[OH:3][C:4]1[CH:9]=[CH:8][CH:7]=[CH:6][N:5]=1.[Cl:10][C:11]1[CH:27]=[C:26]([Cl:28])[CH:25]=[CH:24][C:12]=1[CH2:13][NH:14][C:15](=[O:23])[C:16]1[CH:21]=[CH:20][N:19]=[C:18](F)[CH:17]=1. Product: [Cl:10][C:11]1[CH:27]=[C:26]([Cl:28])[CH:25]=[CH:24][C:12]=1[CH2:13][NH:14][C:15](=[O:23])[C:16]1[CH:21]=[CH:20][N:19]=[C:18]([O:3][C:4]2[CH:9]=[CH:8][CH:7]=[CH:6][N:5]=2)[CH:17]=1. The catalyst class is: 80. (4) Reactant: C1C=CC2N(O)[N:8]=[N:7]C=2C=1.[F:11][C:12]1[CH:24]=[C:23]([F:25])[CH:22]=[CH:21][C:13]=1[O:14][C:15]([CH3:20])([CH3:19])[C:16](O)=[O:17].O.NN.C(N(CC)CC)C. Product: [F:11][C:12]1[CH:24]=[C:23]([F:25])[CH:22]=[CH:21][C:13]=1[O:14][C:15]([CH3:20])([CH3:19])[C:16]([NH:7][NH2:8])=[O:17]. The catalyst class is: 10. (5) Reactant: [NH2:1][C:2]1[CH:11]=[CH:10][C:9]2[C:4](=[CH:5][CH:6]=[C:7]([Br:12])[CH:8]=2)[CH:3]=1.S(OC)(O[CH3:17])(=O)=O.C(OCC)(=O)C.[OH-].[Na+]. Product: [Br:12][C:7]1[CH:6]=[CH:5][C:4]2[C:9](=[CH:10][CH:11]=[C:2]([NH:1][CH3:17])[CH:3]=2)[CH:8]=1. The catalyst class is: 12. (6) Product: [CH3:23][S:24]([O:1][CH:2]1[CH2:3][C:4]2([CH2:7][N:6]([C:8]([O:10][C:11]([CH3:12])([CH3:14])[CH3:13])=[O:9])[CH2:5]2)[CH2:15]1)(=[O:26])=[O:25]. Reactant: [OH:1][CH:2]1[CH2:15][C:4]2([CH2:7][N:6]([C:8]([O:10][C:11]([CH3:14])([CH3:13])[CH3:12])=[O:9])[CH2:5]2)[CH2:3]1.CCN(CC)CC.[CH3:23][S:24](Cl)(=[O:26])=[O:25].[NH4+].[Cl-]. The catalyst class is: 64. (7) Reactant: [Cl:1][C:2]1[CH:3]=[C:4]([CH2:8][CH2:9][C:10](O)=[O:11])[CH:5]=[CH:6][CH:7]=1.O1CCCC1.B.O.Cl. Product: [Cl:1][C:2]1[CH:3]=[C:4]([CH2:8][CH2:9][CH2:10][OH:11])[CH:5]=[CH:6][CH:7]=1. The catalyst class is: 7.